This data is from Forward reaction prediction with 1.9M reactions from USPTO patents (1976-2016). The task is: Predict the product of the given reaction. (1) Given the reactants [CH3:1][O:2][C:3](=[O:35])[NH:4][CH:5]1[CH2:14][C:13]2[C:8](=[CH:9][CH:10]=[CH:11][CH:12]=2)[N:7]([C:15](=[O:34])[CH2:16][C:17]([CH3:33])([CH3:32])[CH2:18][C@H:19]([NH:24][C:25]([O:27][C:28]([CH3:31])([CH3:30])[CH3:29])=[O:26])[C@@H:20]([OH:23])[CH2:21][NH2:22])[CH2:6]1.C(=O)([O-])[O-].[Na+].[Na+].[C:42](Cl)(=[O:47])[C:43]([CH3:46])([CH3:45])[CH3:44], predict the reaction product. The product is: [CH3:1][O:2][C:3](=[O:35])[NH:4][CH:5]1[CH2:14][C:13]2[C:8](=[CH:9][CH:10]=[CH:11][CH:12]=2)[N:7]([C:15](=[O:34])[CH2:16][C:17]([CH3:33])([CH3:32])[CH2:18][C@H:19]([NH:24][C:25]([O:27][C:28]([CH3:30])([CH3:29])[CH3:31])=[O:26])[C@@H:20]([OH:23])[CH2:21][NH:22][C:42](=[O:47])[C:43]([CH3:46])([CH3:45])[CH3:44])[CH2:6]1. (2) Given the reactants S(=O)(=O)(O)O.[F:6][C:7]1[CH:12]=[CH:11][CH:10]=[C:9]([F:13])[C:8]=1[C@H:14]1[CH2:20][N:19]2[C:21]([C:24]([OH:27])([CH3:26])[CH3:25])=[CH:22][N:23]=[C:18]2[C@H:17]([NH:28]C(=O)OC(C)(C)C)[CH2:16][CH2:15]1.[CH3:36]O, predict the reaction product. The product is: [F:6][C:7]1[CH:12]=[CH:11][CH:10]=[C:9]([F:13])[C:8]=1[C@H:14]1[CH2:20][N:19]2[C:21]([C:24]([O:27][CH3:36])([CH3:26])[CH3:25])=[CH:22][N:23]=[C:18]2[C@H:17]([NH2:28])[CH2:16][CH2:15]1. (3) Given the reactants [Br:1][C:2]1[C:7]([CH3:8])=[CH:6][C:5](Br)=[CH:4][C:3]=1[CH3:10].C([O-])([O-])=O.[Na+].[Na+].[O:17]1[CH2:22][CH2:21]O[CH2:19][CH2:18]1, predict the reaction product. The product is: [Br:1][C:2]1[C:7]([CH3:8])=[CH:6][C:5]([C:19]2[CH:21]=[CH:22][O:17][CH:18]=2)=[CH:4][C:3]=1[CH3:10].